Dataset: Catalyst prediction with 721,799 reactions and 888 catalyst types from USPTO. Task: Predict which catalyst facilitates the given reaction. (1) Reactant: Br[C:2]1[CH:18]=[C:17]2[C:5]([CH2:6][CH2:7][C@@:8]32[C:13]([F:15])([F:14])[CH2:12][O:11][C:10]([NH2:16])=[N:9]3)=[CH:4][CH:3]=1.[Cl:19][C:20]1[CH:21]=[C:22](B(O)O)[CH:23]=[N:24][CH:25]=1.COCCOC. Product: [Cl:19][C:20]1[CH:21]=[C:22]([C:2]2[CH:18]=[C:17]3[C:5]([CH2:6][CH2:7][C@@:8]43[C:13]([F:15])([F:14])[CH2:12][O:11][C:10]([NH2:16])=[N:9]4)=[CH:4][CH:3]=2)[CH:23]=[N:24][CH:25]=1. The catalyst class is: 6. (2) Reactant: [Cl:1][C:2]1[N:7]=[CH:6][C:5]2[C:8]([CH:11]3[CH2:13][CH2:12]3)=[N:9][NH:10][C:4]=2[CH:3]=1.CC([O-])(C)C.[K+].Cl[C:21]1[N:26]=[CH:25][C:24]([C:27]2[CH:32]=[CH:31][CH:30]=[CH:29][C:28]=2[F:33])=[CH:23][N:22]=1. Product: [Cl:1][C:2]1[N:7]=[CH:6][C:5]2[C:8]([CH:11]3[CH2:13][CH2:12]3)=[N:9][N:10]([C:21]3[N:22]=[CH:23][C:24]([C:27]4[CH:32]=[CH:31][CH:30]=[CH:29][C:28]=4[F:33])=[CH:25][N:26]=3)[C:4]=2[CH:3]=1. The catalyst class is: 39.